From a dataset of Forward reaction prediction with 1.9M reactions from USPTO patents (1976-2016). Predict the product of the given reaction. (1) Given the reactants [F:1][C:2]1[CH:28]=[CH:27][C:5]([CH2:6][N:7]2[CH2:12][CH2:11][N:10]([C:13]([CH2:15][O:16][C:17]3[CH:22]=[CH:21][C:20]([Cl:23])=[CH:19][CH:18]=3)=[O:14])[CH:9]([CH2:24][CH2:25]O)[CH2:8]2)=[CH:4][CH:3]=1.C1(P(C2C=CC=CC=2)C2C=CC=CC=2)C=CC=CC=1.N(C(OCC)=O)=NC(OCC)=O.C1(P([N:74]=[N+:75]=[N-:76])(C2C=CC=CC=2)=O)C=CC=CC=1, predict the reaction product. The product is: [Cl:23][C:20]1[CH:21]=[CH:22][C:17]([O:16][CH2:15][C:13]([N:10]2[CH2:11][CH2:12][N:7]([CH2:6][C:5]3[CH:27]=[CH:28][C:2]([F:1])=[CH:3][CH:4]=3)[CH2:8][CH:9]2[CH2:24][CH2:25][N:74]=[N+:75]=[N-:76])=[O:14])=[CH:18][CH:19]=1. (2) Given the reactants [ClH:1].O1CCOCC1.[CH2:8]([O:15][C:16]1[CH:21]=[CH:20][C:19]([C:22]2[CH:27]=[CH:26][C:25]([F:28])=[C:24]([CH2:29][C@H:30]([N:35]([C:37](=[O:61])[C@H:38]([NH:53]C(OC(C)(C)C)=O)[CH2:39][CH2:40][CH2:41][NH:42][C:43]([O:45][CH2:46][C:47]3[CH:52]=[CH:51][CH:50]=[CH:49][CH:48]=3)=[O:44])[CH3:36])[C:31]([O:33][CH3:34])=[O:32])[CH:23]=2)=[CH:18][C:17]=1[CH2:62][C@H:63]([NH:78][C:79]([O:81][CH2:82][C:83]1[CH:88]=[CH:87][CH:86]=[CH:85][CH:84]=1)=[O:80])[C:64]([O:66][C:67]1[C:72]([F:73])=[C:71]([F:74])[C:70]([F:75])=[C:69]([F:76])[C:68]=1[F:77])=[O:65])[C:9]1[CH:14]=[CH:13][CH:12]=[CH:11][CH:10]=1, predict the reaction product. The product is: [ClH:1].[NH2:53][C@H:38]([CH2:39][CH2:40][CH2:41][NH:42][C:43]([O:45][CH2:46][C:47]1[CH:48]=[CH:49][CH:50]=[CH:51][CH:52]=1)=[O:44])[C:37]([N:35]([CH3:36])[C@@H:30]([CH2:29][C:24]1[CH:23]=[C:22]([C:19]2[CH:20]=[CH:21][C:16]([O:15][CH2:8][C:9]3[CH:10]=[CH:11][CH:12]=[CH:13][CH:14]=3)=[C:17]([CH2:62][C@H:63]([NH:78][C:79]([O:81][CH2:82][C:83]3[CH:84]=[CH:85][CH:86]=[CH:87][CH:88]=3)=[O:80])[C:64](=[O:65])[O:66][C:67]3[C:68]([F:77])=[C:69]([F:76])[C:70]([F:75])=[C:71]([F:74])[C:72]=3[F:73])[CH:18]=2)[CH:27]=[CH:26][C:25]=1[F:28])[C:31]([O:33][CH3:34])=[O:32])=[O:61].